Dataset: Peptide-MHC class II binding affinity with 134,281 pairs from IEDB. Task: Regression. Given a peptide amino acid sequence and an MHC pseudo amino acid sequence, predict their binding affinity value. This is MHC class II binding data. The binding affinity (normalized) is 0.160. The peptide sequence is TLWQRPFVTIKIGGQLKEAL. The MHC is DRB1_0301 with pseudo-sequence DRB1_0301.